Dataset: Catalyst prediction with 721,799 reactions and 888 catalyst types from USPTO. Task: Predict which catalyst facilitates the given reaction. (1) Reactant: [Cl:1][C:2]1[CH:10]=[C:9]([F:11])[C:8]([F:12])=[CH:7][C:3]=1[C:4]([OH:6])=[O:5].[C:13](=O)([O-])[O-].[Cs+].[Cs+].IC. Product: [CH3:13][O:5][C:4](=[O:6])[C:3]1[CH:7]=[C:8]([F:12])[C:9]([F:11])=[CH:10][C:2]=1[Cl:1]. The catalyst class is: 883. (2) Reactant: [OH:1][CH:2]1[CH:7]([C:8]2[CH:13]=[CH:12][C:11]([O:14][CH2:15][CH2:16][CH2:17][O:18][CH2:19][C:20]3[CH:25]=[CH:24][CH:23]=[CH:22][C:21]=3[O:26][CH3:27])=[CH:10][CH:9]=2)[CH:6]([O:28][CH2:29][C:30]2[CH:31]=[CH:32][C:33]3[O:38][CH2:37][CH2:36][N:35]([CH2:39][CH2:40][CH2:41][O:42][CH3:43])[C:34]=3[CH:44]=2)[CH2:5][N:4]([C:45]([O:47][CH2:48][C:49]2[CH:54]=[CH:53][CH:52]=[CH:51][CH:50]=2)=[O:46])[CH2:3]1.CI.[H-].[Na+].[C:59](=O)([O-])O.[Na+]. Product: [CH3:59][O:1][CH:2]1[CH:7]([C:8]2[CH:13]=[CH:12][C:11]([O:14][CH2:15][CH2:16][CH2:17][O:18][CH2:19][C:20]3[CH:25]=[CH:24][CH:23]=[CH:22][C:21]=3[O:26][CH3:27])=[CH:10][CH:9]=2)[CH:6]([O:28][CH2:29][C:30]2[CH:31]=[CH:32][C:33]3[O:38][CH2:37][CH2:36][N:35]([CH2:39][CH2:40][CH2:41][O:42][CH3:43])[C:34]=3[CH:44]=2)[CH2:5][N:4]([C:45]([O:47][CH2:48][C:49]2[CH:50]=[CH:51][CH:52]=[CH:53][CH:54]=2)=[O:46])[CH2:3]1. The catalyst class is: 9. (3) Reactant: Cl[C:2]1[C:14]2[C:13]3[C:8](=[CH:9][CH:10]=[CH:11][CH:12]=3)[NH:7][C:6]=2[N:5]=[CH:4][N:3]=1.[C:15]([O:19][C:20](=[O:29])[NH:21][CH2:22][CH:23]1[O:28][CH2:27][CH2:26][NH:25][CH2:24]1)([CH3:18])([CH3:17])[CH3:16].C(N(CC)CC)C. Product: [C:15]([O:19][C:20](=[O:29])[NH:21][CH2:22][CH:23]1[O:28][CH2:27][CH2:26][N:25]([C:2]2[C:14]3[C:13]4[C:8](=[CH:9][CH:10]=[CH:11][CH:12]=4)[NH:7][C:6]=3[N:5]=[CH:4][N:3]=2)[CH2:24]1)([CH3:18])([CH3:16])[CH3:17]. The catalyst class is: 3. (4) Reactant: Cl[C:2]1[N:7]=[C:6](OC)[C:5]([CH:10](C)[C:11]#N)=[CH:4][CH:3]=1.O=S1(=O)[N:20]([C:21]([O:23]C(C)(C)C)=O)[CH2:19][CH2:18][CH2:17]O1.[CH3:29][Si]([N-][Si](C)(C)C)(C)C.[K+].[ClH:39].[OH-:40].[K+]. Product: [Cl:39][C:2]1[N:7]=[C:6]([O:40][CH3:29])[C:5]([C@@:10]2([CH3:11])[CH2:17][CH2:18][CH2:19][NH:20][C:21]2=[O:23])=[CH:4][CH:3]=1. The catalyst class is: 36. (5) Reactant: [CH2:1]([C:3]1[C:8]([B:9]2[O:13][C:12]([CH3:15])([CH3:14])[C:11]([CH3:17])([CH3:16])[O:10]2)=[CH:7][CH:6]=[CH:5][C:4]=1[CH:18]=[C:19]1[CH2:24][CH2:23][N:22]([CH2:25][CH2:26][C:27]([O:29][CH2:30][CH3:31])=[O:28])[CH2:21][CH2:20]1)[CH3:2]. Product: [CH2:1]([C:3]1[C:8]([B:9]2[O:13][C:12]([CH3:14])([CH3:15])[C:11]([CH3:17])([CH3:16])[O:10]2)=[CH:7][CH:6]=[CH:5][C:4]=1[CH2:18][CH:19]1[CH2:20][CH2:21][N:22]([CH2:25][CH2:26][C:27]([O:29][CH2:30][CH3:31])=[O:28])[CH2:23][CH2:24]1)[CH3:2]. The catalyst class is: 29.